This data is from Forward reaction prediction with 1.9M reactions from USPTO patents (1976-2016). The task is: Predict the product of the given reaction. (1) Given the reactants O1[C:5]2([CH2:10][CH2:9][CH:8]([C:11]3[CH:16]=[C:15]([OH:17])[N:14]4[N:18]=[CH:19][CH:20]=[C:13]4[N:12]=3)[CH2:7][CH2:6]2)OCC1.O=C(C1CCCC2([O:35][CH2:34][CH2:33][O:32]2)C1)CC(OCC)=O.O=C(C1CCC2(OCCO2)CC1)CC(OCC)=O, predict the reaction product. The product is: [O:32]1[C:6]2([CH2:5][CH2:10][CH2:9][CH:8]([C:11]3[CH:16]=[C:15]([OH:17])[N:14]4[N:18]=[CH:19][CH:20]=[C:13]4[N:12]=3)[CH2:7]2)[O:35][CH2:34][CH2:33]1. (2) Given the reactants [C:1]([SiH2:5][O:6][C:7]([CH3:17])([CH3:16])[C:8]1[CH:13]=[CH:12][N:11]=[C:10](Cl)[C:9]=1[CH3:15])([CH3:4])([CH3:3])[CH3:2].CC([O-])(C)C.[Na+].C1(P(C2C=CC=CC=2)C2C=CC3C(=CC=CC=3)C=2C2C3C(=CC=CC=3)C=CC=2P(C2C=CC=CC=2)C2C=CC=CC=2)C=CC=CC=1.C(=[NH:83])(C1C=CC=CC=1)C1C=CC=CC=1.NO, predict the reaction product. The product is: [C:1]([SiH2:5][O:6][C:7]([CH3:17])([CH3:16])[C:8]1[CH:13]=[CH:12][N:11]=[C:10]([NH2:83])[C:9]=1[CH3:15])([CH3:4])([CH3:3])[CH3:2]. (3) Given the reactants [N:1]1[O:2][N:3]=[C:4]2[C:9]([CH:10]=O)=[CH:8][CH:7]=[CH:6][C:5]=12.[NH2:12][C:13]1[CH:17]=[CH:16][NH:15][N:14]=1.[C:18]([O:24][CH2:25][CH3:26])(=[O:23])[CH2:19][C:20]([CH3:22])=O, predict the reaction product. The product is: [N:1]1[O:2][N:3]=[C:4]2[C:9]([CH:10]3[C:19]([C:18]([O:24][CH2:25][CH3:26])=[O:23])=[C:20]([CH3:22])[NH:12][C:13]4=[N:14][NH:15][CH:16]=[C:17]34)=[CH:8][CH:7]=[CH:6][C:5]=12. (4) Given the reactants [Br:1][C:2]1[CH:15]=[C:14]2[C:5]([O:6][C:7]3[CH:8]=[C:9](F)[C:10]([F:17])=[CH:11][C:12]=3[C:13]2=[O:16])=[CH:4][CH:3]=1.[F:19][C:20]([F:24])([F:23])[CH2:21][OH:22].[H-].[Na+].O, predict the reaction product. The product is: [Br:1][C:2]1[CH:15]=[C:14]2[C:5]([O:6][C:7]3[CH:8]=[C:9]([O:22][CH2:21][C:20]([F:24])([F:23])[F:19])[C:10]([F:17])=[CH:11][C:12]=3[C:13]2=[O:16])=[CH:4][CH:3]=1.